This data is from Full USPTO retrosynthesis dataset with 1.9M reactions from patents (1976-2016). The task is: Predict the reactants needed to synthesize the given product. (1) The reactants are: [C:1]1([C:3](=[CH:5][CH:6]=[CH:7][CH:8]=1)[OH:4])[OH:2].C(O[Si:12](OCC)(OCC)OCC)C. Given the product [C:1]1([C:3](=[CH:5][CH:6]=[CH:7][CH:8]=1)[OH:4])[OH:2].[Si:12], predict the reactants needed to synthesize it. (2) Given the product [NH2:2][C@@H:3]1[CH2:8][CH2:7][CH2:6][CH2:5][C@H:4]1[O:9][CH2:10][CH2:11][C:12]1[CH:17]=[CH:16][C:15]([O:18][CH3:19])=[C:14]([O:20][CH3:21])[CH:13]=1, predict the reactants needed to synthesize it. The reactants are: Cl.[NH2:2][C@@H:3]1[CH2:8][CH2:7][CH2:6][CH2:5][C@H:4]1[O:9][CH2:10][CH2:11][C:12]1[CH:17]=[CH:16][C:15]([O:18][CH3:19])=[C:14]([O:20][CH3:21])[CH:13]=1.[OH-].[Na+]. (3) Given the product [CH3:24][CH:23]([CH3:25])[C@H:18]([N:13]1[CH2:12][C:11]2[C:15](=[CH:16][C:8]([C:5]3[CH:4]=[CH:3][C:2]([NH:1][S:29]([CH:26]([CH3:28])[CH3:27])(=[O:31])=[O:30])=[CH:7][CH:6]=3)=[CH:9][CH:10]=2)[C:14]1=[O:17])[C:19]([O:21][CH3:22])=[O:20], predict the reactants needed to synthesize it. The reactants are: [NH2:1][C:2]1[CH:7]=[CH:6][C:5]([C:8]2[CH:16]=[C:15]3[C:11]([CH2:12][N:13]([C@@H:18]([CH:23]([CH3:25])[CH3:24])[C:19]([O:21][CH3:22])=[O:20])[C:14]3=[O:17])=[CH:10][CH:9]=2)=[CH:4][CH:3]=1.[CH:26]([S:29](Cl)(=[O:31])=[O:30])([CH3:28])[CH3:27]. (4) Given the product [ClH:29].[ClH:29].[NH2:19][CH:17]1[CH2:16][N:15]([C:7]2[C:6]([C:27]#[N:28])=[CH:5][C:10]([C:11]([O:13][C:6]([CH3:27])([CH3:7])[CH3:5])=[O:12])=[C:9]([CH3:14])[N:8]=2)[CH2:18]1, predict the reactants needed to synthesize it. The reactants are: C([C:5]1[C:10]([C:11]([OH:13])=[O:12])=[C:9]([CH3:14])[N:8]=[C:7]([N:15]2[CH2:18][CH:17]([NH:19]C(OC(C)(C)C)=O)[CH2:16]2)[C:6]=1[C:27]#[N:28])(C)(C)C.[ClH:29]. (5) Given the product [F:3][C:4]([F:8])([F:7])[CH2:5][O:6][CH2:18][C:15]1[O:14][C:13]([C:11]([OH:12])=[O:10])=[CH:17][CH:16]=1, predict the reactants needed to synthesize it. The reactants are: [H-].[Na+].[F:3][C:4]([F:8])([F:7])[CH2:5][OH:6].C[O:10][C:11]([C:13]1[O:14][C:15]([CH2:18]Cl)=[CH:16][CH:17]=1)=[O:12].